From a dataset of Merck oncology drug combination screen with 23,052 pairs across 39 cell lines. Regression. Given two drug SMILES strings and cell line genomic features, predict the synergy score measuring deviation from expected non-interaction effect. (1) Drug 1: O=C(CCCCCCC(=O)Nc1ccccc1)NO. Drug 2: C=CCn1c(=O)c2cnc(Nc3ccc(N4CCN(C)CC4)cc3)nc2n1-c1cccc(C(C)(C)O)n1. Cell line: UWB1289BRCA1. Synergy scores: synergy=5.87. (2) Cell line: NCIH1650. Synergy scores: synergy=-1.70. Drug 2: O=C(CCCCCCC(=O)Nc1ccccc1)NO. Drug 1: N#Cc1ccc(Cn2cncc2CN2CCN(c3cccc(Cl)c3)C(=O)C2)cc1. (3) Drug 1: O=c1[nH]cc(F)c(=O)[nH]1. Drug 2: CS(=O)(=O)CCNCc1ccc(-c2ccc3ncnc(Nc4ccc(OCc5cccc(F)c5)c(Cl)c4)c3c2)o1. Cell line: ES2. Synergy scores: synergy=5.34. (4) Drug 2: O=C(NOCC(O)CO)c1ccc(F)c(F)c1Nc1ccc(I)cc1F. Synergy scores: synergy=11.4. Cell line: COLO320DM. Drug 1: CCN(CC)CCNC(=O)c1c(C)[nH]c(C=C2C(=O)Nc3ccc(F)cc32)c1C. (5) Drug 1: CS(=O)(=O)CCNCc1ccc(-c2ccc3ncnc(Nc4ccc(OCc5cccc(F)c5)c(Cl)c4)c3c2)o1. Drug 2: COC1CC2CCC(C)C(O)(O2)C(=O)C(=O)N2CCCCC2C(=O)OC(C(C)CC2CCC(OP(C)(C)=O)C(OC)C2)CC(=O)C(C)C=C(C)C(O)C(OC)C(=O)C(C)CC(C)C=CC=CC=C1C. Cell line: PA1. Synergy scores: synergy=23.7. (6) Drug 1: O=S1(=O)NC2(CN1CC(F)(F)F)C1CCC2Cc2cc(C=CCN3CCC(C(F)(F)F)CC3)ccc2C1. Drug 2: O=c1[nH]cc(F)c(=O)[nH]1. Cell line: RKO. Synergy scores: synergy=-0.902.